Predict the product of the given reaction. From a dataset of Forward reaction prediction with 1.9M reactions from USPTO patents (1976-2016). The product is: [CH3:29][C@H:26]1[C:25](=[O:30])[NH:24][C:23]2[CH:22]=[CH:21][CH:20]=[N:19][C:18]=2[C:16]2[CH:15]=[CH:14][N:13]=[C:12]([CH:17]=2)[C@@H:8]([NH:7][C:6](=[O:31])[O:5][C:1]([CH3:4])([CH3:3])[CH3:2])[CH2:9][CH:10]=[CH:27]1. Given the reactants [C:1]([O:5][C:6](=[O:31])[NH:7][C@H:8]([C:12]1[CH:17]=[C:16]([C:18]2[C:23]([NH:24][C:25](=[O:30])[C@H:26]([CH3:29])[CH:27]=C)=[CH:22][CH:21]=[CH:20][N:19]=2)[CH:15]=[CH:14][N:13]=1)[CH2:9][CH:10]=C)([CH3:4])([CH3:3])[CH3:2], predict the reaction product.